Task: Predict the product of the given reaction.. Dataset: Forward reaction prediction with 1.9M reactions from USPTO patents (1976-2016) (1) Given the reactants [C:1]([O:5][C:6]([NH:8][NH:9][CH2:10][C:11]1[CH:16]=[CH:15][C:14]([C:17]2[CH:22]=[CH:21][CH:20]=[CH:19][CH:18]=2)=[CH:13][CH:12]=1)=[O:7])([CH3:4])([CH3:3])[CH3:2].[C:23]([O:27][C:28]([NH:30][C@H:31]([C@H:39]1[O:41][CH2:40]1)[CH2:32][C:33]1[CH:38]=[CH:37][CH:36]=[CH:35][CH:34]=1)=[O:29])([CH3:26])([CH3:25])[CH3:24], predict the reaction product. The product is: [OH:41][C@H:39]([C@@H:31]([NH:30][C:28]([O:27][C:23]([CH3:24])([CH3:26])[CH3:25])=[O:29])[CH2:32][C:33]1[CH:34]=[CH:35][CH:36]=[CH:37][CH:38]=1)[CH2:40][N:9]([CH2:10][C:11]1[CH:12]=[CH:13][C:14]([C:17]2[CH:22]=[CH:21][CH:20]=[CH:19][CH:18]=2)=[CH:15][CH:16]=1)[NH:8][C:6]([O:5][C:1]([CH3:4])([CH3:2])[CH3:3])=[O:7]. (2) Given the reactants Br[C:2]1[CH:11]=[C:10]2[C:5]([CH2:6][O:7][C:8]2=[O:9])=[CH:4][CH:3]=1.[CH2:12]([OH:15])[C:13]#[CH:14].C(N(CC)CC)C.CO, predict the reaction product. The product is: [OH:15][CH2:12][C:13]#[C:14][C:2]1[CH:11]=[C:10]2[C:5]([CH2:6][O:7][C:8]2=[O:9])=[CH:4][CH:3]=1. (3) Given the reactants C([O:5][C:6]([N:8]1[C:17]2[C:12](=[CH:13][C:14]([F:18])=[CH:15][CH:16]=2)[CH2:11][CH2:10][CH2:9]1)=O)(C)(C)C.C(O)=O.C(OC(=O)C)(=O)C, predict the reaction product. The product is: [F:18][C:14]1[CH:13]=[C:12]2[C:17](=[CH:16][CH:15]=1)[N:8]([CH:6]=[O:5])[CH2:9][CH2:10][CH2:11]2.